Dataset: Full USPTO retrosynthesis dataset with 1.9M reactions from patents (1976-2016). Task: Predict the reactants needed to synthesize the given product. (1) The reactants are: NC1N=CC([C:8]2[C:9]([CH:26]=[O:27])=[N:10][N:11]([CH:13]3[CH2:18][CH2:17][N:16]([C:19]([O:21][C:22]([CH3:25])([CH3:24])[CH3:23])=[O:20])[CH2:15][CH2:14]3)[CH:12]=2)=CC=1C1OC2C=CC=CC=2N=1.[Br:37]C1C=NNC=1C=O.C(=O)([O-])[O-].[K+].[K+].CS(OC1CCN(C(OC(C)(C)C)=O)CC1)(=O)=O. Given the product [Br:37][C:8]1[C:9]([CH:26]=[O:27])=[N:10][N:11]([CH:13]2[CH2:18][CH2:17][N:16]([C:19]([O:21][C:22]([CH3:25])([CH3:24])[CH3:23])=[O:20])[CH2:15][CH2:14]2)[CH:12]=1, predict the reactants needed to synthesize it. (2) Given the product [N+:12]([C:4]1[CH:3]=[CH:2][C:1]([C:7]2[N:8]=[CH:9][O:10][CH:11]=2)=[CH:6][CH:5]=1)([O-:14])=[O:13], predict the reactants needed to synthesize it. The reactants are: [C:1]1([C:7]2[N:8]=[CH:9][O:10][CH:11]=2)[CH:6]=[CH:5][CH:4]=[CH:3][CH:2]=1.[N+:12]([O-])([OH:14])=[O:13]. (3) Given the product [Cl:1][C:2]1[CH:3]=[C:4]([C:11]2[C:20]3[C:15](=[CH:16][C:17]([S:21]([NH:24][C:25]4[S:26][CH:27]=[N:28][N:29]=4)(=[O:23])=[O:22])=[CH:18][CH:19]=3)[CH:14]=[CH:13][N:12]=2)[C:5]([O:9][CH3:10])=[N:6][C:7]=1[C:35]1[CH:34]=[CH:33][CH:32]=[C:31]([F:30])[CH:36]=1, predict the reactants needed to synthesize it. The reactants are: [Cl:1][C:2]1[CH:3]=[C:4]([C:11]2[C:20]3[C:15](=[CH:16][C:17]([S:21]([NH:24][C:25]4[S:26][CH:27]=[N:28][N:29]=4)(=[O:23])=[O:22])=[CH:18][CH:19]=3)[CH:14]=[CH:13][N:12]=2)[C:5]([O:9][CH3:10])=[N:6][C:7]=1Cl.[F:30][C:31]1[CH:32]=[C:33](B(O)O)[CH:34]=[CH:35][CH:36]=1.C(=O)([O-])[O-].[K+].[K+]. (4) Given the product [CH3:1][N:2]1[C:10]2[C:5](=[CH:6][CH:7]=[C:8]([NH2:11])[CH:9]=2)[CH:4]=[N:3]1, predict the reactants needed to synthesize it. The reactants are: [CH3:1][N:2]1[C:10]2[C:5](=[CH:6][CH:7]=[C:8]([N+:11]([O-])=O)[CH:9]=2)[CH:4]=[N:3]1.[Cl-].[NH4+]. (5) Given the product [CH3:30][O:29][C:27](=[O:28])[C:26]1[CH:31]=[C:22]([Cl:21])[CH:23]=[CH:24][C:25]=1[O:32][CH2:2][C:3]([N:5]1[CH2:10][C@H:9]([CH3:11])[N:8]([CH2:12][C:13]2[CH:18]=[CH:17][C:16]([F:19])=[CH:15][CH:14]=2)[CH2:7][C@H:6]1[CH3:20])=[O:4], predict the reactants needed to synthesize it. The reactants are: Cl[CH2:2][C:3]([N:5]1[CH2:10][C@H:9]([CH3:11])[N:8]([CH2:12][C:13]2[CH:18]=[CH:17][C:16]([F:19])=[CH:15][CH:14]=2)[CH2:7][C@H:6]1[CH3:20])=[O:4].[Cl:21][C:22]1[CH:23]=[CH:24][C:25]([OH:32])=[C:26]([CH:31]=1)[C:27]([O:29][CH3:30])=[O:28].C(=O)([O-])[O-].[K+].[K+].[I-].[K+]. (6) Given the product [CH3:22][C:19]1[CH:20]=[CH:21][C:16]([O:15][C:9]2[CH:10]=[CH:11][CH:12]=[CH:13][CH:14]=2)=[CH:17][N:18]=1, predict the reactants needed to synthesize it. The reactants are: [I-].[C:9]1([I+][C:9]2[CH:14]=[CH:13][CH:12]=[CH:11][CH:10]=2)[CH:14]=[CH:13][CH:12]=[CH:11][CH:10]=1.[OH:15][C:16]1[CH:17]=[N:18][C:19]([CH3:22])=[CH:20][CH:21]=1.CC(C)([O-])C.[K+].O1CCCC1.